This data is from Forward reaction prediction with 1.9M reactions from USPTO patents (1976-2016). The task is: Predict the product of the given reaction. (1) Given the reactants [F:1][C:2]([F:9])([F:8])[C:3]1[CH:7]=[CH:6][NH:5][N:4]=1.[H-].[Na+].Cl[C:13]1[CH:22]=[C:21]([O:23][CH2:24][C:25]2[CH:30]=[CH:29][C:28]([O:31][CH3:32])=[CH:27][CH:26]=2)[C:20]2[C:15](=[C:16]([CH3:35])[C:17]([O:33][CH3:34])=[CH:18][CH:19]=2)[N:14]=1.CCOC(C)=O, predict the reaction product. The product is: [CH3:34][O:33][C:17]1[C:16]([CH3:35])=[C:15]2[C:20]([C:21]([O:23][CH2:24][C:25]3[CH:26]=[CH:27][C:28]([O:31][CH3:32])=[CH:29][CH:30]=3)=[CH:22][C:13]([N:5]3[CH:6]=[CH:7][C:3]([C:2]([F:9])([F:8])[F:1])=[N:4]3)=[N:14]2)=[CH:19][CH:18]=1. (2) Given the reactants Cl.C(O[C:10]1[CH:19]=[C:18]2[C:13]([C:14]([Cl:20])=[N:15][CH:16]=[N:17]2)=[CH:12][C:11]=1[O:21][CH3:22])C1C=CC=CC=1.FC1C=C(C)C(OC(OC)=O)=CC=1N, predict the reaction product. The product is: [ClH:20].[CH3:22][O:21][C:11]1[CH:12]=[C:13]2[C:18](=[CH:19][CH:10]=1)[N:17]=[CH:16][N:15]=[CH:14]2. (3) Given the reactants [Cl:1][C:2]1[CH:7]=[CH:6][C:5]([C:8]([C:11]2[N:15]([C:16]3[CH:21]=[CH:20][C:19]([F:22])=[CH:18][CH:17]=3)[C:14]([SH:23])=[N:13][CH:12]=2)([CH3:10])[CH3:9])=[CH:4][C:3]=1[O:24][CH3:25].C([O-])([O-])=O.[K+].[K+].Br[CH2:33][C:34]1[C:35]([Cl:45])=[CH:36][C:37]([F:44])=[C:38]([S:40]([NH2:43])(=[O:42])=[O:41])[CH:39]=1, predict the reaction product. The product is: [Cl:45][C:35]1[C:34]([CH2:33][S:23][C:14]2[N:15]([C:16]3[CH:21]=[CH:20][C:19]([F:22])=[CH:18][CH:17]=3)[C:11]([C:8]([C:5]3[CH:6]=[CH:7][C:2]([Cl:1])=[C:3]([O:24][CH3:25])[CH:4]=3)([CH3:10])[CH3:9])=[CH:12][N:13]=2)=[CH:39][C:38]([S:40]([NH2:43])(=[O:41])=[O:42])=[C:37]([F:44])[CH:36]=1. (4) Given the reactants Cl[C:2](OCC)=[O:3].[NH2:7][C:8]1[CH:13]=[CH:12][C:11]([C:14]([C:16]2[N:24]3[C:19]([CH:20]=[CH:21][CH:22]=[CH:23]3)=[C:18]([Br:25])[C:17]=2[CH3:26])=[O:15])=[CH:10][C:9]=1[C:27]([NH:29][CH2:30][C:31]([O:33][CH3:34])=[O:32])=[O:28], predict the reaction product. The product is: [Br:25][C:18]1[C:17]([CH3:26])=[C:16]([C:14]([C:11]2[CH:10]=[C:9]3[C:8](=[CH:13][CH:12]=2)[NH:7][C:2](=[O:3])[N:29]([CH2:30][C:31]([O:33][CH3:34])=[O:32])[C:27]3=[O:28])=[O:15])[N:24]2[C:19]=1[CH:20]=[CH:21][CH:22]=[CH:23]2.